From a dataset of Full USPTO retrosynthesis dataset with 1.9M reactions from patents (1976-2016). Predict the reactants needed to synthesize the given product. (1) Given the product [Cl:18][C:19]1[CH:20]=[C:21]([NH:26][C:27]([N:29]=[C:10]2[NH:11][C:12](=[O:15])[C:13](=[O:14])[N:9]2[C:4]2[CH:5]=[CH:6][C:7]([Cl:8])=[C:2]([Cl:1])[CH:3]=2)=[NH:28])[CH:22]=[CH:23][C:24]=1[Cl:25], predict the reactants needed to synthesize it. The reactants are: [Cl:1][C:2]1[CH:3]=[C:4]([N:9]2[C:13](=[O:14])[C:12](=[O:15])[N:11]=[C:10]2SC)[CH:5]=[CH:6][C:7]=1[Cl:8].[Cl:18][C:19]1[CH:20]=[C:21]([NH:26][C:27]([NH2:29])=[NH:28])[CH:22]=[CH:23][C:24]=1[Cl:25]. (2) The reactants are: C(N(CC)CC)C.[C:8](Cl)(=[O:10])[CH3:9].Cl.[CH3:13][N:14]1[C:18]2=[N:19][C:20]([N:23]3[CH:28]=[CH:27][C:26]([C:29]4[CH:30]=[N:31][C:32]([C:35]([F:38])([F:37])[F:36])=[CH:33][CH:34]=4)=[CH:25][C:24]3=[O:39])=[CH:21][CH:22]=[C:17]2[C:16]2[CH2:40][NH:41][CH2:42][CH2:43][C:15]1=2. Given the product [C:8]([N:41]1[CH2:42][CH2:43][C:15]2[N:14]([CH3:13])[C:18]3[C:17]([C:16]=2[CH2:40]1)=[CH:22][CH:21]=[C:20]([N:23]1[CH:28]=[CH:27][C:26]([C:29]2[CH:30]=[N:31][C:32]([C:35]([F:37])([F:38])[F:36])=[CH:33][CH:34]=2)=[CH:25][C:24]1=[O:39])[N:19]=3)(=[O:10])[CH3:9], predict the reactants needed to synthesize it.